From a dataset of Merck oncology drug combination screen with 23,052 pairs across 39 cell lines. Regression. Given two drug SMILES strings and cell line genomic features, predict the synergy score measuring deviation from expected non-interaction effect. Drug 1: N.N.O=C(O)C1(C(=O)O)CCC1.[Pt]. Drug 2: CCN(CC)CCNC(=O)c1c(C)[nH]c(C=C2C(=O)Nc3ccc(F)cc32)c1C. Cell line: HT29. Synergy scores: synergy=10.6.